Dataset: Reaction yield outcomes from USPTO patents with 853,638 reactions. Task: Predict the reaction yield, written as a fraction of the theoretical maximum amount of product (1.0 means a 100% yield; for example, 0.34 means a 34% yield). (1) The reactants are [CH2:1]([O:3][P:4]([CH2:9][CH2:10][CH2:11][CH2:12][CH2:13][CH2:14][CH2:15][CH2:16][CH2:17][CH3:18])(=O)[O:5]CC)[CH3:2].C(Cl)(=O)C([Cl:22])=O. The catalyst is C(OCC)C. The product is [CH2:9]([P:4]([Cl:22])(=[O:5])[O:3][CH2:1][CH3:2])[CH2:10][CH2:11][CH2:12][CH2:13][CH2:14][CH2:15][CH2:16][CH2:17][CH3:18]. The yield is 0.730. (2) The reactants are [NH2:1][C:2]1[NH:3][C:4]2[CH:10]=[CH:9][CH:8]=[CH:7][C:5]=2[N:6]=1.[H-].[Na+].Cl[C:14]1[N:19]=[C:18]([N:20]2[CH2:25][CH2:24][O:23][CH2:22][CH2:21]2)[N:17]=[C:16]([N:26]2[CH2:31][CH2:30][O:29][CH2:28][CH2:27]2)[N:15]=1.O. The catalyst is CN(C=O)C. The product is [NH2:1][C:2]1[N:6]([C:14]2[N:19]=[C:18]([N:20]3[CH2:21][CH2:22][O:23][CH2:24][CH2:25]3)[N:17]=[C:16]([N:26]3[CH2:27][CH2:28][O:29][CH2:30][CH2:31]3)[N:15]=2)[C:5]2[CH:7]=[CH:8][CH:9]=[CH:10][C:4]=2[N:3]=1. The yield is 0.930. (3) The reactants are [NH2:1][C:2]1[N:7](C)[C:6](=[O:9])[NH:5][C:4](=[O:10])[CH:3]=1.Cl[CH2:12][CH2:13][CH2:14][CH2:15][C@H:16]([O:18][CH3:19])[CH3:17].CS(C)=O.[H-].[Na+]. The catalyst is O. The product is [NH2:1][C:2]1[NH:7][C:6](=[O:9])[N:5]([CH2:12][CH2:13][CH2:14][CH2:15][C@H:16]([O:18][CH3:19])[CH3:17])[C:4](=[O:10])[CH:3]=1. The yield is 0.600. (4) The reactants are C([O:3][C:4]([C@H:6]1[C@@H:11]([N:12]([C:18](=[O:37])[CH2:19][C:20]2[NH:25][C:24]3[CH:26]=[CH:27][C:28]([NH:30][S:31]([CH3:34])(=[O:33])=[O:32])=[CH:29][C:23]=3[S:22](=[O:36])(=[O:35])[N:21]=2)[CH2:13][CH2:14][CH:15]([CH3:17])[CH3:16])[C@H:10]2[CH2:38][C@@H:7]1[CH2:8][CH2:9]2)=O)C.[O-]CC.[Na+].Cl. The catalyst is C(O)C. The product is [OH:3][C:4]1[C@H:6]2[C@H:11]([C@H:10]3[CH2:38][C@@H:7]2[CH2:8][CH2:9]3)[N:12]([CH2:13][CH2:14][CH:15]([CH3:17])[CH3:16])[C:18](=[O:37])[C:19]=1[C:20]1[NH:25][C:24]2[CH:26]=[CH:27][C:28]([NH:30][S:31]([CH3:34])(=[O:32])=[O:33])=[CH:29][C:23]=2[S:22](=[O:36])(=[O:35])[N:21]=1. The yield is 0.561. (5) The reactants are [C:1]([O:5][C:6]([NH:8][C@H:9]([C:13]1[CH:18]=[CH:17][C:16]([OH:19])=[CH:15][CH:14]=1)[C:10]([OH:12])=[O:11])=[O:7])([CH3:4])([CH3:3])[CH3:2].[H-].[Na+].[CH2:22]([O:29][CH2:30][CH:31](OS(C1C=C(Cl)C=CC=1Cl)(=O)=O)[CH2:32][O:33][CH2:34][C:35]1[CH:40]=[CH:39][CH:38]=[CH:37][CH:36]=1)[C:23]1[CH:28]=[CH:27][CH:26]=[CH:25][CH:24]=1.Cl. The catalyst is CN(C)C=O.C(OCC)(=O)C.O. The product is [CH2:22]([O:29][CH2:30][CH:31]([CH2:32][O:33][CH2:34][C:35]1[CH:36]=[CH:37][CH:38]=[CH:39][CH:40]=1)[O:19][C:16]1[CH:17]=[CH:18][C:13]([C@@H:9]([NH:8][C:6]([O:5][C:1]([CH3:4])([CH3:2])[CH3:3])=[O:7])[C:10]([OH:12])=[O:11])=[CH:14][CH:15]=1)[C:23]1[CH:24]=[CH:25][CH:26]=[CH:27][CH:28]=1. The yield is 0.800. (6) The reactants are [C:1]([Cl:6])(=O)[C:2](Cl)=[O:3].[C:7]([N:11]1C(=O)C(O)=[C:13]([C:18]2[CH:23]=[CH:22][CH:21]=[CH:20][CH:19]=2)[S:12]1(=[O:25])=[O:24])([CH3:10])([CH3:9])[CH3:8].CN(C=O)C. The catalyst is C(Cl)Cl. The product is [C:7]([N:11]1[C:2](=[O:3])[C:1]([Cl:6])=[C:13]([C:18]2[CH:23]=[CH:22][CH:21]=[CH:20][CH:19]=2)[S:12]1(=[O:25])=[O:24])([CH3:10])([CH3:8])[CH3:9]. The yield is 0.740. (7) The reactants are [NH2:1][C:2]1[C:3]([C:9]#[C:10][C:11]2[CH:12]=[C:13]([OH:17])[CH:14]=[CH:15][CH:16]=2)=[N:4][C:5](Br)=[CH:6][N:7]=1.CC1(C)C(C)(C)OB([C:26]2[CH2:27][CH2:28][N:29]([C:32](=[O:35])[CH2:33][CH3:34])[CH2:30][CH:31]=2)O1.[O-]P([O-])([O-])=O.[K+].[K+].[K+].O. The catalyst is CC#N.CCOC(C)=O.Cl.CC(C)([P](C(C)(C)C)([Pd][P](C(C)(C)C)(C(C)(C)C)C(C)(C)C)C(C)(C)C)C. The product is [NH2:1][C:2]1[N:7]=[CH:6][C:5]([C:26]2[CH2:31][CH2:30][N:29]([C:32](=[O:35])[CH2:33][CH3:34])[CH2:28][CH:27]=2)=[N:4][C:3]=1[C:9]#[C:10][C:11]1[CH:16]=[CH:15][CH:14]=[C:13]([OH:17])[CH:12]=1. The yield is 0.350. (8) The reactants are [CH:1]([C:3]1[CH:12]=[CH:11][C:10]2[C:5](=[CH:6][CH:7]=[CH:8][C:9]=2[N:13]2[CH2:18][CH2:17][N:16]([C:19]([O:21][C:22]([CH3:25])([CH3:24])[CH3:23])=[O:20])[CH2:15][CH2:14]2)[N:4]=1)=O.II.[O-]S([O-])(=S)=O.[Na+].[Na+].[NH3:35].O. The catalyst is C1COCC1. The product is [C:1]([C:3]1[CH:12]=[CH:11][C:10]2[C:5](=[CH:6][CH:7]=[CH:8][C:9]=2[N:13]2[CH2:18][CH2:17][N:16]([C:19]([O:21][C:22]([CH3:25])([CH3:24])[CH3:23])=[O:20])[CH2:15][CH2:14]2)[N:4]=1)#[N:35]. The yield is 0.510. (9) The catalyst is O1CCOCC1.[Pd]. The yield is 0.648. The product is [F:16][C:17]1[C:18]([C:7]2[CH:12]=[CH:11][CH:10]=[CH:9][CH:8]=2)=[CH:19][C:20](=[O:36])[N:21]([CH2:23][CH2:24][C@@:25]([CH3:35])([S:31]([CH3:34])(=[O:32])=[O:33])[C:26]([O:28][CH2:29][CH3:30])=[O:27])[CH:22]=1. The reactants are C(=O)([O-])[O-].[K+].[K+].[C:7]1(B(O)O)[CH:12]=[CH:11][CH:10]=[CH:9][CH:8]=1.[F:16][C:17]1[C:18](I)=[CH:19][C:20](=[O:36])[N:21]([CH2:23][CH2:24][C@@:25]([CH3:35])([S:31]([CH3:34])(=[O:33])=[O:32])[C:26]([O:28][CH2:29][CH3:30])=[O:27])[CH:22]=1.O.